Task: Predict the reactants needed to synthesize the given product.. Dataset: Full USPTO retrosynthesis dataset with 1.9M reactions from patents (1976-2016) (1) Given the product [CH3:1][C:2]1[CH:14]=[CH:13][C:5]([O:6][C:7]2[CH:12]=[CH:11][CH:10]=[CH:9][N:8]=2)=[C:4]([NH2:15])[CH:3]=1, predict the reactants needed to synthesize it. The reactants are: [CH3:1][C:2]1[CH:14]=[CH:13][C:5]([O:6][C:7]2[CH:12]=[CH:11][CH:10]=[CH:9][N:8]=2)=[C:4]([N+:15]([O-])=O)[CH:3]=1. (2) Given the product [N+:19]([C:22]1[CH:29]=[CH:28][C:25]([CH2:26][N:10]2[CH2:11][CH2:12][N:7]([S:4]([CH2:1][CH2:2][CH3:3])(=[O:5])=[O:6])[CH2:8][CH2:9]2)=[CH:24][CH:23]=1)([O-:21])=[O:20], predict the reactants needed to synthesize it. The reactants are: [CH2:1]([S:4]([N:7]1[CH2:12][CH2:11][NH:10][CH2:9][CH2:8]1)(=[O:6])=[O:5])[CH2:2][CH3:3].C(=O)([O-])[O-].[K+].[K+].[N+:19]([C:22]1[CH:29]=[CH:28][C:25]([CH2:26]Br)=[CH:24][CH:23]=1)([O-:21])=[O:20]. (3) Given the product [CH3:1][CH:2]1[CH2:3][N:4]([C:9]([O:11][C:12]([CH3:14])([CH3:13])[CH3:15])=[O:10])[CH2:5][CH2:6][C:7]21[CH2:17][C:18](=[O:19])[CH2:8]2, predict the reactants needed to synthesize it. The reactants are: [CH3:1][CH:2]1[C:7](=[CH2:8])[CH2:6][CH2:5][N:4]([C:9]([O:11][C:12]([CH3:15])([CH3:14])[CH3:13])=[O:10])[CH2:3]1.Cl[C:17](Cl)(Cl)[C:18](Cl)=[O:19]. (4) Given the product [C:6]([C:7]1[CH:8]=[C:9]([NH:13][C:14](=[O:20])[O:15][C:16]([CH3:18])([CH3:17])[CH3:19])[CH:10]=[N:11][CH:12]=1)#[CH:5], predict the reactants needed to synthesize it. The reactants are: C[Si]([C:5]#[C:6][C:7]1[CH:8]=[C:9]([NH:13][C:14](=[O:20])[O:15][C:16]([CH3:19])([CH3:18])[CH3:17])[CH:10]=[N:11][CH:12]=1)(C)C.CO.C(=O)([O-])[O-].[K+].[K+]. (5) Given the product [C:27]([NH:26][C:22]1[CH:21]=[C:20]([C:18]2[S:19][C:2]([C:3]([O:5][CH2:6][CH3:7])=[O:4])=[C:8]([C:10]3[CH:15]=[CH:14][CH:13]=[CH:12][C:11]=3[Cl:16])[N:17]=2)[CH:25]=[CH:24][N:23]=1)(=[O:29])[CH3:28], predict the reactants needed to synthesize it. The reactants are: Cl[CH:2]([C:8]([C:10]1[CH:15]=[CH:14][CH:13]=[CH:12][C:11]=1[Cl:16])=O)[C:3]([O:5][CH2:6][CH3:7])=[O:4].[NH2:17][C:18]([C:20]1[CH:25]=[CH:24][N:23]=[C:22]([NH:26][C:27](=[O:29])[CH3:28])[CH:21]=1)=[S:19]. (6) Given the product [CH3:16][C:9]12[CH2:10][C:5]3([NH2:4])[CH2:6][CH:7]([CH2:13][C:12]([CH3:15])([CH2:14]3)[CH2:11]1)[CH2:8]2, predict the reactants needed to synthesize it. The reactants are: CC([NH:4][C:5]12[CH2:14][C:12]3([CH3:15])[CH2:13][CH:7]([CH2:8][C:9]([CH3:16])([CH2:11]3)[CH2:10]1)[CH2:6]2)=O.C(O)CCC.[OH-].[Na+]. (7) Given the product [CH3:1][O:2][C:3]([C:5]1[C:13]2[C:8](=[C:9]([CH3:14])[CH:10]=[CH:11][CH:12]=2)[N:7]([CH2:16][CH2:17][C:18]2[CH:23]=[CH:22][CH:21]=[CH:20][CH:19]=2)[CH:6]=1)=[O:4], predict the reactants needed to synthesize it. The reactants are: [CH3:1][O:2][C:3]([C:5]1[C:13]2[C:8](=[C:9]([CH3:14])[CH:10]=[CH:11][CH:12]=2)[NH:7][CH:6]=1)=[O:4].Br[CH2:16][CH2:17][C:18]1[CH:23]=[CH:22][CH:21]=[CH:20][CH:19]=1.